Predict the reactants needed to synthesize the given product. From a dataset of Retrosynthesis with 50K atom-mapped reactions and 10 reaction types from USPTO. Given the product CCCc1c(OCCCBr)ccc2c1ccn2-c1ccc(Cl)cc1, predict the reactants needed to synthesize it. The reactants are: BrCCCBr.CCCc1c(O)ccc2c1ccn2-c1ccc(Cl)cc1.